From a dataset of Forward reaction prediction with 1.9M reactions from USPTO patents (1976-2016). Predict the product of the given reaction. (1) Given the reactants [C:1]([C:5]1[CH:6]=[C:7]([CH:12]=[CH:13][C:14]=1OS(C(F)(F)F)(=O)=O)[C:8]([O:10][CH3:11])=[O:9])([CH3:4])([CH3:3])[CH3:2].[CH3:23][O:24][C:25]1[CH:26]=[C:27](B(O)O)[CH:28]=[CH:29][CH:30]=1.C(=O)([O-])[O-].[K+].[K+], predict the reaction product. The product is: [CH3:2][C:1]([C:5]1[CH:6]=[C:7]([C:8]([O:10][CH3:11])=[O:9])[CH:12]=[CH:13][C:14]=1[C:29]1[CH:28]=[CH:27][CH:26]=[C:25]([O:24][CH3:23])[CH:30]=1)([CH3:4])[CH3:3]. (2) Given the reactants [CH3:1][NH:2][CH2:3][CH2:4][S:5]([N:8]([CH2:15][C:16]1[S:17][CH:18]=[CH:19][CH:20]=1)[CH2:9][C:10]1[S:11][CH:12]=[CH:13][CH:14]=1)(=[O:7])=[O:6].[H-].[Na+].Br[CH2:24][C:25]([N:27]([CH2:34][C:35]1[S:36][CH:37]=[CH:38][CH:39]=1)[CH2:28][C:29]1[S:30][CH:31]=[CH:32][CH:33]=1)=[O:26], predict the reaction product. The product is: [S:11]1[CH:12]=[CH:13][CH:14]=[C:10]1[CH2:9][N:8]([CH2:15][C:16]1[S:17][CH:18]=[CH:19][CH:20]=1)[S:5]([CH2:4][CH2:3][N:2]([CH3:1])[CH2:24][C:25]([N:27]([CH2:34][C:35]1[S:36][CH:37]=[CH:38][CH:39]=1)[CH2:28][C:29]1[S:30][CH:31]=[CH:32][CH:33]=1)=[O:26])(=[O:7])=[O:6]. (3) Given the reactants [N:1]([CH:4]1[CH2:10][CH2:9][NH:8][CH2:7][CH2:6][CH:5]1[OH:11])=[N+:2]=[N-:3].Cl[C:13]1[N:17]([CH3:18])[N:16]=[CH:15][C:14]=1[N+:19]([O-:21])=[O:20].[F-].[K+].O.[CH3:25]S(C)=O, predict the reaction product. The product is: [N:1]([CH:4]1[CH2:10][CH2:9][N:8]([C:13]2[N:17]([CH2:18][CH3:25])[N:16]=[CH:15][C:14]=2[N+:19]([O-:21])=[O:20])[CH2:7][CH2:6][CH:5]1[OH:11])=[N+:2]=[N-:3]. (4) Given the reactants C([O:8][C:9](=[O:39])[C@H:10]([CH3:38])[CH2:11][C@H:12]([NH:26][C:27]([C:29]1[O:30][CH:31]=[C:32]([O:36][CH3:37])[C:33](=[O:35])[CH:34]=1)=[O:28])[CH2:13][C:14]1[CH:19]=[CH:18][C:17]([C:20]2[CH:25]=[CH:24][CH:23]=[CH:22][CH:21]=2)=[CH:16][CH:15]=1)C1C=CC=CC=1.B(Cl)(Cl)Cl, predict the reaction product. The product is: [C:17]1([C:20]2[CH:21]=[CH:22][CH:23]=[CH:24][CH:25]=2)[CH:18]=[CH:19][C:14]([CH2:13][C@@H:12]([NH:26][C:27]([C:29]2[O:30][CH:31]=[C:32]([O:36][CH3:37])[C:33](=[O:35])[CH:34]=2)=[O:28])[CH2:11][C@@H:10]([CH3:38])[C:9]([OH:39])=[O:8])=[CH:15][CH:16]=1.